This data is from Forward reaction prediction with 1.9M reactions from USPTO patents (1976-2016). The task is: Predict the product of the given reaction. (1) Given the reactants Cl[C:2]1[CH:7]=[C:6]([CH2:8][CH3:9])[N:5]=[C:4]([C:10]2[CH:15]=[CH:14][CH:13]=[C:12]([Cl:16])[CH:11]=2)[N:3]=1.CC1(C)C(C)(C)OB([CH2:25][C:26]2[CH:31]=[CH:30][C:29]([CH2:32][C:33]([O:35][CH3:36])=[O:34])=[CH:28][CH:27]=2)O1.C([O-])([O-])=O.[Na+].[Na+].O1CCOCC1, predict the reaction product. The product is: [Cl:16][C:12]1[CH:11]=[C:10]([C:4]2[N:3]=[C:2]([CH2:25][C:26]3[CH:27]=[CH:28][C:29]([CH2:32][C:33]([O:35][CH3:36])=[O:34])=[CH:30][CH:31]=3)[CH:7]=[C:6]([CH2:8][CH3:9])[N:5]=2)[CH:15]=[CH:14][CH:13]=1. (2) Given the reactants [CH3:1][C:2]1([CH3:19])[C:10]2[C:5](=[CH:6][C:7]([N+:15]([O-:17])=[O:16])=[C:8]([NH:11]C(=O)C)[CH:9]=2)[NH:4][C:3]1=[O:18].I[CH2:21][C:22]([F:25])([F:24])[F:23].C([O-])([O-])=O.[K+].[K+], predict the reaction product. The product is: [NH2:11][C:8]1[CH:9]=[C:10]2[C:5](=[CH:6][C:7]=1[N+:15]([O-:17])=[O:16])[N:4]([CH2:21][C:22]([F:25])([F:24])[F:23])[C:3](=[O:18])[C:2]2([CH3:1])[CH3:19].